Dataset: Full USPTO retrosynthesis dataset with 1.9M reactions from patents (1976-2016). Task: Predict the reactants needed to synthesize the given product. (1) Given the product [CH3:20][C@@H:21]1[CH2:25][CH2:24][CH2:23][N:22]1[CH2:9][CH2:10][CH2:18][O:19][N:17]1[CH2:16][CH2:15][N:11]2[C:12]3[CH:13]=[CH:14][CH:6]=[CH:7][C:8]=3[CH:9]=[C:10]2[C:18]1=[O:19], predict the reactants needed to synthesize it. The reactants are: ClCCCO[C:6]1[CH:14]=[CH:13][C:12]2[N:11]3[CH2:15][CH2:16][NH:17][C:18](=[O:19])[C:10]3=[CH:9][C:8]=2[CH:7]=1.[CH3:20][C@@H:21]1[CH2:25][CH2:24][CH2:23][NH:22]1. (2) Given the product [Cl:1][C:2]1[CH:3]=[CH:4][C:5]([CH2:24][CH3:25])=[C:6]([CH:23]=1)[CH2:7][O:8][C:9]1[CH:14]=[CH:13][CH:12]=[CH:11][C:10]=1[CH2:15][C:16]([O:18][C:19]([CH3:20])([CH3:21])[CH3:22])=[O:17], predict the reactants needed to synthesize it. The reactants are: [Cl:1][C:2]1[CH:3]=[CH:4][C:5]([CH:24]=[CH2:25])=[C:6]([CH:23]=1)[CH2:7][O:8][C:9]1[CH:14]=[CH:13][CH:12]=[CH:11][C:10]=1[CH2:15][C:16]([O:18][C:19]([CH3:22])([CH3:21])[CH3:20])=[O:17].N#N.C([O-])([O-])=O.[Cs+].[Cs+].C1(P(C2C=CC=CC=2)CCCP(C2C=CC=CC=2)C2C=CC=CC=2)C=CC=CC=1. (3) Given the product [CH3:1][C:2]1[S:6]/[C:5](=[N:7]\[C:8]([C:10]2[CH:22]=[CH:21][CH:20]=[CH:19][C:11]=2[C:12]([OH:14])=[O:13])=[O:9])/[N:4]([CH2:23][C:24]2[C:33]3[C:28](=[CH:29][CH:30]=[CH:31][CH:32]=3)[CH:27]=[CH:26][CH:25]=2)[CH:3]=1, predict the reactants needed to synthesize it. The reactants are: [CH3:1][C:2]1[S:6]/[C:5](=[N:7]\[C:8]([C:10]2[CH:22]=[CH:21][CH:20]=[CH:19][C:11]=2[C:12]([O:14]C(C)(C)C)=[O:13])=[O:9])/[N:4]([CH2:23][C:24]2[C:33]3[C:28](=[CH:29][CH:30]=[CH:31][CH:32]=3)[CH:27]=[CH:26][CH:25]=2)[CH:3]=1.Cl.O1CCOCC1.